This data is from Forward reaction prediction with 1.9M reactions from USPTO patents (1976-2016). The task is: Predict the product of the given reaction. (1) Given the reactants [C:1]([Si:5]([O:8][CH2:9][C:10](I)=[CH2:11])([CH3:7])[CH3:6])([CH3:4])([CH3:3])[CH3:2].[O-]C1C=CC=CC=1.[K+].[B:21]1([B:21]2[O:25][C:24]([CH3:27])([CH3:26])[C:23]([CH3:29])([CH3:28])[O:22]2)[O:25][C:24]([CH3:27])([CH3:26])[C:23]([CH3:29])([CH3:28])[O:22]1.C1(P(C2C=CC=CC=2)C2C=CC=CC=2)C=CC=CC=1, predict the reaction product. The product is: [C:1]([Si:5]([CH3:7])([CH3:6])[O:8][CH2:9][C:10]([B:21]1[O:25][C:24]([CH3:27])([CH3:26])[C:23]([CH3:29])([CH3:28])[O:22]1)=[CH2:11])([CH3:4])([CH3:3])[CH3:2]. (2) Given the reactants [OH-].[Na+].[C:3]([O:7][C:8]([NH:10][C@H:11]1[C@@H:15]([CH3:16])[CH2:14][N:13]([C:17]2[C:27]([F:28])=[CH:26][C:20]([C:21]([O:23]CC)=[O:22])=[C:19]([F:29])[C:18]=2[CH3:30])[CH2:12]1)=[O:9])([CH3:6])([CH3:5])[CH3:4].Cl, predict the reaction product. The product is: [C:3]([O:7][C:8]([NH:10][C@H:11]1[C@@H:15]([CH3:16])[CH2:14][N:13]([C:17]2[C:27]([F:28])=[CH:26][C:20]([C:21]([OH:23])=[O:22])=[C:19]([F:29])[C:18]=2[CH3:30])[CH2:12]1)=[O:9])([CH3:6])([CH3:4])[CH3:5].